This data is from Full USPTO retrosynthesis dataset with 1.9M reactions from patents (1976-2016). The task is: Predict the reactants needed to synthesize the given product. (1) Given the product [C:23]([O:27][C:28](=[O:44])[NH:29][C:30]1[CH:35]=[CH:34][C:33]([CH2:36][C:37]2[CH:42]=[C:41]([Cl:1])[N:40]=[CH:39][N:38]=2)=[CH:32][CH:31]=1)([CH3:26])([CH3:25])[CH3:24], predict the reactants needed to synthesize it. The reactants are: [ClH:1].C(N(CC)CC)C.CN(C)C1C=CC=CC=1.O=P(Cl)(Cl)Cl.[C:23]([O:27][C:28](=[O:44])[NH:29][C:30]1[CH:35]=[CH:34][C:33]([CH2:36][C:37]2[CH:42]=[C:41](O)[N:40]=[CH:39][N:38]=2)=[CH:32][CH:31]=1)([CH3:26])([CH3:25])[CH3:24]. (2) Given the product [NH2:1][C@H:4]1[CH2:8][N:7]([C:9]([O:11][C:12]([CH3:13])([CH3:14])[CH3:15])=[O:10])[C@@H:6]([CH2:16][O:17][CH2:18][CH3:19])[CH2:5]1, predict the reactants needed to synthesize it. The reactants are: [N:1]([C@H:4]1[CH2:8][N:7]([C:9]([O:11][C:12]([CH3:15])([CH3:14])[CH3:13])=[O:10])[C@@H:6]([CH2:16][O:17][CH2:18][CH3:19])[CH2:5]1)=[N+]=[N-].